From a dataset of Catalyst prediction with 721,799 reactions and 888 catalyst types from USPTO. Predict which catalyst facilitates the given reaction. (1) Reactant: Br[C:2]1[CH:7]=[CH:6][C:5]([F:8])=[CH:4][C:3]=1[C:9]([F:12])([F:11])[F:10].C(=O)([O-])[O-].[Cs+].[Cs+].[N:19]1[CH:24]=[CH:23][C:22](B(O)O)=[CH:21][CH:20]=1.[Cl-].[NH4+]. Product: [F:8][C:5]1[CH:4]=[C:3]([C:9]([F:12])([F:11])[F:10])[C:2]([C:22]2[CH:23]=[CH:24][N:19]=[CH:20][CH:21]=2)=[CH:7][CH:6]=1. The catalyst class is: 9. (2) Reactant: [NH2:1][CH2:2][C:3]1[CH:28]=[CH:27][CH:26]=[CH:25][C:4]=1[CH2:5][O:6][C:7]1[CH:12]=[C:11]([CH3:13])[N:10]([CH2:14][C:15]2[CH:20]=[CH:19][C:18]([O:21][CH3:22])=[CH:17][CH:16]=2)[C:9](=[O:23])[C:8]=1[Cl:24].C(N(CC)CC)C.[C:36]([C:40]1[CH:44]=[C:43]([NH:45][C:46](=O)[O:47]C2C=CC=CC=2)[N:42]([C:55]2[CH:60]=[CH:59][C:58]([OH:61])=[C:57]([Cl:62])[CH:56]=2)[N:41]=1)([CH3:39])([CH3:38])[CH3:37].[F-].C([N+](CCCC)(CCCC)CCCC)CCC. Product: [C:36]([C:40]1[CH:44]=[C:43]([NH:45][C:46]([NH:1][CH2:2][C:3]2[CH:28]=[CH:27][CH:26]=[CH:25][C:4]=2[CH2:5][O:6][C:7]2[CH:12]=[C:11]([CH3:13])[N:10]([CH2:14][C:15]3[CH:20]=[CH:19][C:18]([O:21][CH3:22])=[CH:17][CH:16]=3)[C:9](=[O:23])[C:8]=2[Cl:24])=[O:47])[N:42]([C:55]2[CH:60]=[CH:59][C:58]([OH:61])=[C:57]([Cl:62])[CH:56]=2)[N:41]=1)([CH3:39])([CH3:37])[CH3:38]. The catalyst class is: 1. (3) Reactant: C(C1NC=CN=1)(C1NC=CN=1)=O.[CH3:13][C:14]1[C:22]([N+:23]([O-:25])=[O:24])=[CH:21][CH:20]=[CH:19][C:15]=1[C:16](O)=[O:17].Cl.[CH3:27][NH:28][O:29][CH3:30]. Product: [CH3:30][O:29][N:28]([CH3:27])[C:16](=[O:17])[C:15]1[CH:19]=[CH:20][CH:21]=[C:22]([N+:23]([O-:25])=[O:24])[C:14]=1[CH3:13]. The catalyst class is: 2. (4) Reactant: FC(F)(F)C(O)=O.[F:8][C:9]1[CH:14]=[CH:13][CH:12]=[C:11]([F:15])[C:10]=1[NH:16][C:17]([C@@H:19]1[C:27]2[C:22](=[CH:23][CH:24]=[CH:25][CH:26]=2)[CH2:21][N:20]1[C:28](=[O:37])[C@@H:29]([NH2:36])[CH:30]1[CH2:35][CH2:34][CH2:33][CH2:32][CH2:31]1)=[O:18].[C:38]([O:42][C:43]([N:45]([CH3:51])[C@@H:46]([CH3:50])[C:47](O)=[O:48])=[O:44])([CH3:41])([CH3:40])[CH3:39].CN(C(ON1N=NC2C=CC=NC1=2)=[N+](C)C)C.F[P-](F)(F)(F)(F)F.CCN(C(C)C)C(C)C. Product: [C:38]([O:42][C:43](=[O:44])[N:45]([C@H:46]([C:47](=[O:48])[NH:36][C@@H:29]([CH:30]1[CH2:31][CH2:32][CH2:33][CH2:34][CH2:35]1)[C:28]([N:20]1[CH2:21][C:22]2[C:27](=[CH:26][CH:25]=[CH:24][CH:23]=2)[C@H:19]1[C:17](=[O:18])[NH:16][C:10]1[C:11]([F:15])=[CH:12][CH:13]=[CH:14][C:9]=1[F:8])=[O:37])[CH3:50])[CH3:51])([CH3:39])([CH3:40])[CH3:41]. The catalyst class is: 18. (5) Product: [CH:1]1([C:4]([NH:12][C:13]([C:15]2[CH:20]=[C:19]([O:21][CH2:22][C:23]([F:26])([F:25])[F:24])[C:18]([N:84]3[CH2:85][C:82]([F:86])([F:81])[CH2:83]3)=[CH:17][N:16]=2)=[O:14])([C:6]2[N:10]=[C:9]([CH3:11])[O:8][N:7]=2)[CH3:5])[CH2:3][CH2:2]1. Reactant: [CH:1]1([C:4]([NH:12][C:13]([C:15]2[CH:20]=[C:19]([O:21][CH2:22][C:23]([F:26])([F:25])[F:24])[C:18](Br)=[CH:17][N:16]=2)=[O:14])([C:6]2[N:10]=[C:9]([CH3:11])[O:8][N:7]=2)[CH3:5])[CH2:3][CH2:2]1.C1C=CC(P(C2C(C3C(P(C4C=CC=CC=4)C4C=CC=CC=4)=CC=C4C=3C=CC=C4)=C3C(C=CC=C3)=CC=2)C2C=CC=CC=2)=CC=1.C(=O)([O-])[O-].[Cs+].[Cs+].Cl.[F:81][C:82]1([F:86])[CH2:85][NH:84][CH2:83]1. The catalyst class is: 164. (6) Reactant: C1(CCCC[O:11][C:12](=[O:29])[CH2:13][CH2:14][CH2:15][CH2:16][CH2:17][O:18][CH2:19][CH2:20][CH2:21][CH2:22][C:23]2[CH:28]=[CH:27][CH:26]=[CH:25][CH:24]=2)C=CC=CC=1.[OH-].[Na+]. Product: [C:23]1([CH2:22][CH2:21][CH2:20][CH2:19][O:18][CH2:17][CH2:16][CH2:15][CH2:14][CH2:13][C:12]([OH:29])=[O:11])[CH:28]=[CH:27][CH:26]=[CH:25][CH:24]=1. The catalyst class is: 5. (7) Reactant: [N:1]1([C:6]2[CH:14]=[CH:13][CH:12]=[CH:11][C:7]=2[C:8]([NH2:10])=O)[CH:5]=[N:4][N:3]=[N:2]1.[OH-].COC(NS([NH3+])(=O)=O)=O.O. Product: [N:1]1([C:6]2[CH:14]=[CH:13][CH:12]=[CH:11][C:7]=2[C:8]#[N:10])[CH:5]=[N:4][N:3]=[N:2]1. The catalyst class is: 7. (8) Reactant: [CH:1]1([C@@:7]([OH:33])([C:27]2[CH:32]=[CH:31][CH:30]=[CH:29][CH:28]=2)[C:8]2[N:12]=[CH:11][N:10]([CH2:13][CH:14]3[CH2:19][CH2:18][N:17](C(OC(C)(C)C)=O)[CH2:16][CH2:15]3)[N:9]=2)[CH2:6][CH2:5][CH2:4][CH2:3][CH2:2]1.Cl. Product: [CH:27]1([C@@:7]([C:1]2[CH:6]=[CH:5][CH:4]=[CH:3][CH:2]=2)([C:8]2[N:12]=[CH:11][N:10]([CH2:13][CH:14]3[CH2:19][CH2:18][NH:17][CH2:16][CH2:15]3)[N:9]=2)[OH:33])[CH2:32][CH2:31][CH2:30][CH2:29][CH2:28]1. The catalyst class is: 12.